This data is from Reaction yield outcomes from USPTO patents with 853,638 reactions. The task is: Predict the reaction yield, written as a fraction of the theoretical maximum amount of product (1.0 means a 100% yield; for example, 0.34 means a 34% yield). (1) The reactants are [N+:1]([C:4]1[C:5]([NH:13][C@H:14]2[CH2:19][CH2:18][C@H:17]([CH2:20][NH:21][C:22](=[O:28])[O:23][C:24]([CH3:27])([CH3:26])[CH3:25])[CH2:16][CH2:15]2)=[C:6]2[S:12][CH:11]=[CH:10][C:7]2=[N:8][CH:9]=1)([O-])=O.[H][H]. The catalyst is [Pd].CO. The product is [NH2:1][C:4]1[C:5]([NH:13][C@H:14]2[CH2:15][CH2:16][C@H:17]([CH2:20][NH:21][C:22](=[O:28])[O:23][C:24]([CH3:26])([CH3:25])[CH3:27])[CH2:18][CH2:19]2)=[C:6]2[S:12][CH:11]=[CH:10][C:7]2=[N:8][CH:9]=1. The yield is 1.00. (2) The reactants are [CH3:1][C@@:2]12[C@H:11]3[CH2:12][CH2:13][C@@:14]4([CH3:20])[C@H:18]([C@@H:10]3[CH2:9][CH:8]=[C:7]1[N:6]([CH2:21][C:22]([N:24]([CH3:26])[CH3:25])=[O:23])[C:5](=[O:27])[CH2:4][CH2:3]2)[CH2:17][CH2:16][C:15]4=[O:19].[O:28](S(C(F)(F)F)(=O)=O)[S:29]([C:32]([F:35])([F:34])[F:33])(=O)=[O:30].C(N(CC)CC)C.O. The catalyst is C(Cl)Cl. The product is [F:33][C:32]([F:35])([F:34])[S:29]([O:19][C:15]1[C@@:14]2([CH3:20])[CH2:13][CH2:12][C@H:11]3[C@H:10]([C@@H:18]2[CH2:17][CH:16]=1)[CH2:9][CH:8]=[C:7]1[C@:2]3([CH3:1])[CH2:3][CH2:4][C:5](=[O:27])[N:6]1[CH2:21][C:22]([N:24]([CH3:25])[CH3:26])=[O:23])(=[O:30])=[O:28]. The yield is 0.230.